From a dataset of Reaction yield outcomes from USPTO patents with 853,638 reactions. Predict the reaction yield, written as a fraction of the theoretical maximum amount of product (1.0 means a 100% yield; for example, 0.34 means a 34% yield). The reactants are CCN(C(C)C)C(C)C.Cl.Cl.[CH3:12][C@H:13]1[C:21]2[C:20]([N:22]3[CH2:27][CH2:26][NH:25][CH2:24][CH2:23]3)=[N:19][CH:18]=[N:17][C:16]=2[C:15]([CH3:29])([OH:28])[CH2:14]1.[C:30]([O:34][C:35]([N:37]([CH:50]([CH3:52])[CH3:51])[CH2:38][CH:39]([C:43]1[CH:48]=[CH:47][C:46]([Cl:49])=[CH:45][CH:44]=1)[C:40](O)=[O:41])=[O:36])([CH3:33])([CH3:32])[CH3:31].F[P-](F)(F)(F)(F)F.N1(OC(N(C)C)=[N+](C)C)C2C=CC=CC=2N=N1. The catalyst is C(Cl)Cl. The product is [Cl:49][C:46]1[CH:47]=[CH:48][C:43]([CH:39]([C:40]([N:25]2[CH2:24][CH2:23][N:22]([C:20]3[C:21]4[C@H:13]([CH3:12])[CH2:14][C:15]([OH:28])([CH3:29])[C:16]=4[N:17]=[CH:18][N:19]=3)[CH2:27][CH2:26]2)=[O:41])[CH2:38][N:37]([CH:50]([CH3:51])[CH3:52])[C:35](=[O:36])[O:34][C:30]([CH3:32])([CH3:31])[CH3:33])=[CH:44][CH:45]=1. The yield is 1.00.